Dataset: Forward reaction prediction with 1.9M reactions from USPTO patents (1976-2016). Task: Predict the product of the given reaction. (1) Given the reactants Cl[C:2]1[N:3]=[C:4]([NH2:20])[C:5]2[N:6]=[CH:7][N:8]([C:18]=2[N:19]=1)[C@@H]1O[C@H](CO)[C@@H](O)[C@H]1O.[NH2:21][CH2:22][CH2:23][NH:24][C:25](=[O:31])[O:26][C:27]([CH3:30])([CH3:29])[CH3:28], predict the reaction product. The product is: [NH2:20][C:4]1[N:3]=[C:2]([NH:21][CH2:22][CH2:23][NH:24][C:25](=[O:31])[O:26][C:27]([CH3:29])([CH3:28])[CH3:30])[N:19]=[C:18]2[C:5]=1[N:6]=[CH:7][NH:8]2. (2) Given the reactants [F:1][C:2]1[CH:17]=[C:16]([CH:18]=O)[CH:15]=[CH:14][C:3]=1[O:4][C:5]1[CH:6]=[CH:7][C:8]([C:11]([NH2:13])=[O:12])=[N:9][CH:10]=1.[CH3:20][CH:21]([CH3:26])[CH2:22][CH2:23][CH2:24][NH2:25].[BH4-].[Na+], predict the reaction product. The product is: [F:1][C:2]1[CH:17]=[C:16]([CH2:18][NH:25][CH2:24][CH2:23][CH2:22][CH:21]([CH3:26])[CH3:20])[CH:15]=[CH:14][C:3]=1[O:4][C:5]1[CH:6]=[CH:7][C:8]([C:11]([NH2:13])=[O:12])=[N:9][CH:10]=1. (3) Given the reactants CC1(C)C(C)(C)OB([C:9]2[CH:10]=[C:11]3[C:15](=[CH:16][CH:17]=2)[NH:14][N:13]=[CH:12]3)O1.Br[C:20]1[CH:21]=[C:22]2[C:28]([C:29]([C:31]3[C:32]([F:50])=[C:33]([NH:38][S:39]([C:42]4[CH:47]=[C:46]([F:48])[CH:45]=[CH:44][C:43]=4[F:49])(=[O:41])=[O:40])[CH:34]=[CH:35][C:36]=3[F:37])=[O:30])=[CH:27][NH:26][C:23]2=[N:24][CH:25]=1.C(=O)([O-])[O-].[K+].[K+], predict the reaction product. The product is: [F:50][C:32]1[C:31]([C:29]([C:28]2[C:22]3[C:23](=[N:24][CH:25]=[C:20]([C:9]4[CH:10]=[C:11]5[C:15](=[CH:16][CH:17]=4)[NH:14][N:13]=[CH:12]5)[CH:21]=3)[NH:26][CH:27]=2)=[O:30])=[C:36]([F:37])[CH:35]=[CH:34][C:33]=1[NH:38][S:39]([C:42]1[CH:47]=[C:46]([F:48])[CH:45]=[CH:44][C:43]=1[F:49])(=[O:40])=[O:41]. (4) Given the reactants Cl[C:2]1[C:7]2[C:8](=[O:12])[NH:9][N:10]=[CH:11][C:6]=2[CH:5]=[C:4]([Cl:13])[N:3]=1.[CH2:14]([N:16]([CH:20]([CH3:22])[CH3:21])[CH:17](C)[CH3:18])[CH3:15].O1[CH2:28][CH2:27][O:26][CH2:25]C1, predict the reaction product. The product is: [Cl:13][C:4]1[N:3]=[C:2]([NH:3][C:2]2[CH:7]=[CH:6][C:11]([N:10]3[CH2:18][CH2:17][N:16]4[CH2:14][CH2:15][CH2:22][CH:20]4[CH2:21]3)=[CH:28][C:27]=2[O:26][CH3:25])[C:7]2[C:8](=[O:12])[NH:9][N:10]=[CH:11][C:6]=2[CH:5]=1. (5) Given the reactants [NH:1]1[C:5]([C:6]2[CH:7]=[C:8]([C:14]#[N:15])[C:9](=[CH:12][CH:13]=2)[C:10]#[N:11])=[CH:4][CH:3]=[N:2]1.CS(O[CH2:21][CH2:22][NH:23]C(OC(C)(C)C)=O)(=O)=O, predict the reaction product. The product is: [NH2:23][CH2:22][CH2:21][N:2]1[CH:3]=[CH:4][C:5]([C:6]2[CH:7]=[C:8]([C:14]#[N:15])[C:9](=[CH:12][CH:13]=2)[C:10]#[N:11])=[N:1]1. (6) Given the reactants [F:1][C:2]1([CH3:24])[CH2:6][N:5]([C:7]([O:9][C:10]([CH3:13])([CH3:12])[CH3:11])=[O:8])[C@H:4]([C:14]([O:16]CC2C=CC=CC=2)=[O:15])[CH2:3]1, predict the reaction product. The product is: [C:10]([O:9][C:7]([N:5]1[CH2:6][C@@:2]([F:1])([CH3:24])[CH2:3][C@H:4]1[C:14]([OH:16])=[O:15])=[O:8])([CH3:11])([CH3:12])[CH3:13]. (7) The product is: [C:28]1([C:21]([C:22]2[CH:23]=[CH:24][CH:25]=[CH:26][CH:27]=2)=[N:34][C:2]2[CH:7]=[C:6]([N:8]([CH2:12][CH2:13][CH3:14])[CH2:9][CH2:10][CH3:11])[CH:5]=[CH:4][N:3]=2)[CH:29]=[CH:30][CH:31]=[CH:32][CH:33]=1. Given the reactants Cl[C:2]1[CH:7]=[C:6]([N:8]([CH2:12][CH2:13][CH3:14])[CH2:9][CH2:10][CH3:11])[CH:5]=[CH:4][N:3]=1.CC(C)([O-])C.[Na+].[C:21](=[NH:34])([C:28]1[CH:33]=[CH:32][CH:31]=[CH:30][CH:29]=1)[C:22]1[CH:27]=[CH:26][CH:25]=[CH:24][CH:23]=1, predict the reaction product. (8) Given the reactants Br[C:2]1[N:6]([CH:7]([CH3:9])[CH3:8])[C:5]2[CH:10]([C:25]3[CH:30]=[CH:29][C:28]([Cl:31])=[CH:27][CH:26]=3)[N:11]([C:14]3[CH:15]=[C:16]([CH3:24])[C:17]4[N:18]([C:20]([CH3:23])=[N:21][N:22]=4)[CH:19]=3)[C:12](=[O:13])[C:4]=2[N:3]=1.[CH3:32][O:33][C:34]1[N:39]=[C:38]([O:40][CH3:41])[C:37](B(O)O)=[CH:36][N:35]=1, predict the reaction product. The product is: [Cl:31][C:28]1[CH:29]=[CH:30][C:25]([CH:10]2[C:5]3[N:6]([CH:7]([CH3:9])[CH3:8])[C:2]([C:37]4[C:38]([O:40][CH3:41])=[N:39][C:34]([O:33][CH3:32])=[N:35][CH:36]=4)=[N:3][C:4]=3[C:12](=[O:13])[N:11]2[C:14]2[CH:15]=[C:16]([CH3:24])[C:17]3[N:18]([C:20]([CH3:23])=[N:21][N:22]=3)[CH:19]=2)=[CH:26][CH:27]=1. (9) Given the reactants [F:1][C:2]1[CH:7]=[C:6]([C:8]2[CH:13]=[C:12]([C:14]([F:17])([F:16])[F:15])[CH:11]=[C:10]([C:18]([F:21])([F:20])[F:19])[CH:9]=2)[C:5]([CH:22]=O)=[CH:4][CH:3]=1.Cl.[S:25]1[CH:29]=[CH:28][N:27]=[C:26]1[C:30](=[NH:32])[NH2:31].O=[C:34]([CH3:41])[CH2:35][C:36]([O:38][CH2:39][CH3:40])=[O:37], predict the reaction product. The product is: [F:1][C:2]1[CH:3]=[CH:4][C:5]([CH:22]2[C:35]([C:36]([O:38][CH2:39][CH3:40])=[O:37])=[C:34]([CH3:41])[NH:31][C:30]([C:26]3[S:25][CH:29]=[CH:28][N:27]=3)=[N:32]2)=[C:6]([C:8]2[CH:13]=[C:12]([C:14]([F:15])([F:16])[F:17])[CH:11]=[C:10]([C:18]([F:21])([F:20])[F:19])[CH:9]=2)[CH:7]=1. (10) The product is: [CH:11]1([C:14]2[CH:19]=[CH:18][CH:17]=[C:16]([CH3:20])[C:15]=2[O-:21])[CH2:13][CH2:12]1.[Na+:2]. Given the reactants [OH-].[Na+:2].C1(C)C(C)=CC=CC=1.[CH:11]1([C:14]2[CH:19]=[CH:18][CH:17]=[C:16]([CH3:20])[C:15]=2[OH:21])[CH2:13][CH2:12]1, predict the reaction product.